From a dataset of Reaction yield outcomes from USPTO patents with 853,638 reactions. Predict the reaction yield, written as a fraction of the theoretical maximum amount of product (1.0 means a 100% yield; for example, 0.34 means a 34% yield). (1) The reactants are Br[C:2]1[N:3]=[CH:4][C:5]([NH2:13])=[N:6][C:7]=1[C:8]1[O:9][CH:10]=[CH:11][CH:12]=1.[CH3:14][S:15][C:16]1[N:21]=[C:20]([Sn](C)(C)C)[CH:19]=[CH:18][N:17]=1. The catalyst is C1C=CC(P(C2C=CC=CC=2)C2C=CC=CC=2)=CC=1.C1C=CC(P(C2C=CC=CC=2)C2C=CC=CC=2)=CC=1.Cl[Pd]Cl.CN(C)C=O. The product is [O:9]1[CH:10]=[CH:11][CH:12]=[C:8]1[C:7]1[N:6]=[C:5]([NH2:13])[CH:4]=[N:3][C:2]=1[C:18]1[CH:19]=[CH:20][N:21]=[C:16]([S:15][CH3:14])[N:17]=1. The yield is 0.470. (2) The reactants are [CH3:1][N:2]1[C:6]2[CH:7]=[CH:8][C:9]([C:11]([OH:13])=O)=[CH:10][C:5]=2[N:4]=[CH:3]1.[CH2:14]1[C@H:23]2[C@H:18]([CH2:19][CH2:20][C:21]3[CH:27]=[CH:26][CH:25]=[CH:24][C:22]=32)[NH:17][CH2:16][CH2:15]1.F[P-](F)(F)(F)(F)F.N1(OC(N(C)C)=[N+](C)C)C2N=CC=CC=2N=N1. No catalyst specified. The product is [CH2:14]1[C@H:23]2[C@H:18]([CH2:19][CH2:20][C:21]3[CH:27]=[CH:26][CH:25]=[CH:24][C:22]=32)[N:17]([C:11]([C:9]2[CH:8]=[CH:7][C:6]3[N:2]([CH3:1])[CH:3]=[N:4][C:5]=3[CH:10]=2)=[O:13])[CH2:16][CH2:15]1. The yield is 0.830. (3) The reactants are [NH2:1][S:2]([C:5]1[CH:6]=[CH:7][C:8]([NH:14][NH2:15])=[C:9]([CH:13]=1)[C:10](O)=[O:11])(=[O:4])=[O:3].B.C1COCC1.CO. The catalyst is C1COCC1. The product is [NH:14]([C:8]1[CH:7]=[CH:6][C:5]([S:2]([NH2:1])(=[O:3])=[O:4])=[CH:13][C:9]=1[CH2:10][OH:11])[NH2:15]. The yield is 0.900. (4) The reactants are [H-].[Na+].[C:3]([N:7]1[C:11]2=[N:12][CH:13]=[C:14]([S:16][C:17]3[CH:22]=[C:21]([F:23])[CH:20]=[C:19]([F:24])[CH:18]=3)[CH:15]=[C:10]2[C:9]([NH2:25])=[N:8]1)([CH3:6])([CH3:5])[CH3:4].[N:26]([C:29]1[CH:34]=[CH:33][C:32]([N:35]2[CH2:40][CH2:39][N:38]([CH3:41])[CH2:37][CH2:36]2)=[CH:31][CH:30]=1)=[C:27]=[O:28].O. The catalyst is CC(N(C)C)=O. The product is [C:3]([N:7]1[C:11]2=[N:12][CH:13]=[C:14]([S:16][C:17]3[CH:22]=[C:21]([F:23])[CH:20]=[C:19]([F:24])[CH:18]=3)[CH:15]=[C:10]2[C:9]([NH:25][C:27]([NH:26][C:29]2[CH:30]=[CH:31][C:32]([N:35]3[CH2:36][CH2:37][N:38]([CH3:41])[CH2:39][CH2:40]3)=[CH:33][CH:34]=2)=[O:28])=[N:8]1)([CH3:6])([CH3:4])[CH3:5]. The yield is 0.450. (5) The reactants are Cl[C:2]1[C:3]([C:16]2[CH:21]=[CH:20][CH:19]=[CH:18][CH:17]=2)=[N:4][C:5]2[C:10]([N:11]=1)=[CH:9][C:8]([C:12]([O:14]C)=[O:13])=[CH:7][CH:6]=2.[F:22][C:23]1[CH:24]=[C:25](B(O)O)[CH:26]=[CH:27][CH:28]=1. No catalyst specified. The product is [F:22][C:23]1[CH:28]=[C:27]([C:2]2[C:3]([C:16]3[CH:21]=[CH:20][CH:19]=[CH:18][CH:17]=3)=[N:4][C:5]3[C:10]([N:11]=2)=[CH:9][C:8]([C:12]([OH:14])=[O:13])=[CH:7][CH:6]=3)[CH:26]=[CH:25][CH:24]=1. The yield is 0.550. (6) The reactants are Br[C:2]1[CH:7]=[CH:6][CH:5]=[CH:4][N:3]=1.[F:8][C:9]1[CH:14]=[CH:13][C:12](B(O)O)=[CH:11][C:10]=1[CH:18]=[O:19]. No catalyst specified. The product is [F:8][C:9]1[CH:14]=[CH:13][C:12]([C:2]2[CH:7]=[CH:6][CH:5]=[CH:4][N:3]=2)=[CH:11][C:10]=1[CH:18]=[O:19]. The yield is 0.640. (7) The reactants are [Cl:1][C:2]1[CH:27]=[CH:26][C:5]([O:6][C:7]([N:9]([CH2:11][C@H:12]2[CH2:17][CH2:16][C@H:15]([C:18]#[C:19][CH2:20]OS(C)(=O)=O)[CH2:14][CH2:13]2)[CH3:10])=[O:8])=[CH:4][CH:3]=1.[NH:28]1[CH2:33][CH2:32][CH2:31][CH2:30][CH2:29]1. The catalyst is CO. The product is [Cl:1][C:2]1[CH:27]=[CH:26][C:5]([O:6][C:7](=[O:8])[N:9]([CH3:10])[CH2:11][C@H:12]2[CH2:17][CH2:16][C@H:15]([C:18]#[C:19][CH2:20][N:28]3[CH2:33][CH2:32][CH2:31][CH2:30][CH2:29]3)[CH2:14][CH2:13]2)=[CH:4][CH:3]=1. The yield is 0.570. (8) The reactants are [Br:1][C:2]1[N:3]=[C:4]([NH2:8])[S:5][C:6]=1[CH3:7].[Cl:9][CH2:10][C:11](=O)[CH2:12][C:13]([O-])=[O:14]. No catalyst specified. The yield is 0.550. The product is [Br:1][C:2]1[N:3]2[C:13](=[O:14])[CH:12]=[C:11]([CH2:10][Cl:9])[N:8]=[C:4]2[S:5][C:6]=1[CH3:7]. (9) The reactants are Br[C:2]1[CH:3]=[CH:4][C:5]2[C:11]3[S:12][C:13]([C:15]([N:17]([C:19]4[CH:24]=[C:23]([C:25]([N:27]5[CH2:30][CH:29]([OH:31])[CH2:28]5)=[O:26])[CH:22]=[CH:21][C:20]=4[Cl:32])[CH3:18])=[O:16])=[CH:14][C:10]=3[CH2:9][CH2:8][O:7][C:6]=2[CH:33]=1.CC1(C)C2[C:56](=C(P(C3C=CC=CC=3)C3C=CC=CC=3)C=CC=2)[O:55]C2C(P(C3C=CC=CC=3)C3C=CC=CC=3)=CC=CC1=2.[CH3:76][NH2:77].Cl.C([O-])([O-])=O.[Na+].[Na+]. The catalyst is C1(C)C=CC=CC=1.CN(C=O)C.CC([O-])=O.CC([O-])=O.[Pd+2]. The product is [Cl:32][C:20]1[CH:21]=[CH:22][C:23]([C:25]([N:27]2[CH2:30][CH:29]([OH:31])[CH2:28]2)=[O:26])=[CH:24][C:19]=1[N:17]([CH3:18])[C:15]([C:13]1[S:12][C:11]2[C:5]3[CH:4]=[CH:3][C:2]([C:56]([NH:77][CH3:76])=[O:55])=[CH:33][C:6]=3[O:7][CH2:8][CH2:9][C:10]=2[CH:14]=1)=[O:16]. The yield is 0.460. (10) The reactants are [Cl:1][C:2]1[CH:6]=[N:5][N:4]([CH:7]([CH3:9])[CH3:8])[C:3]=1[C:10]1[CH:11]=[C:12]([NH2:18])[CH:13]=[CH:14][C:15]=1[O:16][CH3:17].[F:19][C:20]1[CH:25]=[CH:24][C:23]([N:26]=[C:27]=[O:28])=[CH:22][CH:21]=1. The catalyst is C(Cl)Cl. The product is [Cl:1][C:2]1[CH:6]=[N:5][N:4]([CH:7]([CH3:9])[CH3:8])[C:3]=1[C:10]1[CH:11]=[C:12]([NH:18][C:27]([NH:26][C:23]2[CH:24]=[CH:25][C:20]([F:19])=[CH:21][CH:22]=2)=[O:28])[CH:13]=[CH:14][C:15]=1[O:16][CH3:17]. The yield is 0.330.